From a dataset of Reaction yield outcomes from USPTO patents with 853,638 reactions. Predict the reaction yield, written as a fraction of the theoretical maximum amount of product (1.0 means a 100% yield; for example, 0.34 means a 34% yield). (1) The reactants are [O:1]1[CH:5]=[CH:4][CH:3]=[C:2]1[C:6]1[N:7]=[C:8]([NH:20]C(=O)OC(C)(C)C)[S:9][C:10]=1[C:11]([C:13]1([CH3:19])[CH2:18][CH2:17][O:16][CH2:15][CH2:14]1)=[O:12]. The catalyst is FC(F)(F)C(O)=O. The product is [CH3:19][C:13]1([C:11]([C:10]2[S:9][C:8]([NH2:20])=[N:7][C:6]=2[C:2]2[O:1][CH:5]=[CH:4][CH:3]=2)=[O:12])[CH2:18][CH2:17][O:16][CH2:15][CH2:14]1. The yield is 1.00. (2) The reactants are [CH2:1]([C:13]1[CH:18]=[CH:17][C:16]([S:19](Cl)(=[O:21])=[O:20])=[CH:15][CH:14]=1)[CH2:2][CH2:3][CH2:4][CH2:5][CH2:6][CH2:7][CH2:8][CH2:9][CH2:10][CH2:11][CH3:12].[NH2:23][C:24]1[S:25][C:26]([CH2:29][OH:30])=[N:27][N:28]=1.Cl. The catalyst is N1C=CC=CC=1. The product is [CH2:1]([C:13]1[CH:18]=[CH:17][C:16]([S:19]([NH:23][C:24]2[S:25][C:26]([CH2:29][OH:30])=[N:27][N:28]=2)(=[O:21])=[O:20])=[CH:15][CH:14]=1)[CH2:2][CH2:3][CH2:4][CH2:5][CH2:6][CH2:7][CH2:8][CH2:9][CH2:10][CH2:11][CH3:12]. The yield is 0.650. (3) No catalyst specified. The reactants are [Cl:1][C:2]1[CH:7]=[C:6]([C:8]2[C:17]3[C:12](=[CH:13][C:14]([S:18]([N:21]([C:31]4[CH:35]=[CH:34][O:33][N:32]=4)CC4C=CC(OC)=CC=4)(=[O:20])=[O:19])=[CH:15][CH:16]=3)[CH:11]=[C:10]([OH:36])[N:9]=2)[C:5]([O:37][CH3:38])=[CH:4][C:3]=1[C:39]1[CH:44]=[CH:43][CH:42]=[C:41]([F:45])[CH:40]=1.[C:46]([OH:52])([C:48]([F:51])([F:50])[F:49])=[O:47]. The yield is 0.100. The product is [F:49][C:48]([F:51])([F:50])[C:46]([OH:52])=[O:47].[Cl:1][C:2]1[CH:7]=[C:6]([C:8]2[NH:9][C:10](=[O:36])[CH:11]=[C:12]3[C:17]=2[CH:16]=[CH:15][C:14]([S:18]([NH:21][C:31]2[CH:35]=[CH:34][O:33][N:32]=2)(=[O:19])=[O:20])=[CH:13]3)[C:5]([O:37][CH3:38])=[CH:4][C:3]=1[C:39]1[CH:44]=[CH:43][CH:42]=[C:41]([F:45])[CH:40]=1. (4) The yield is 0.960. The reactants are S(Cl)([Cl:3])=O.[CH3:5][O:6][C:7](=[O:26])[C@@H:8]([CH2:14][C:15]1[C:16]([CH2:24]O)=[C:17]2[C:21](=[CH:22][CH:23]=1)[NH:20][N:19]=[CH:18]2)[CH2:9][C:10]([O:12][CH3:13])=[O:11]. The product is [ClH:3].[CH3:5][O:6][C:7](=[O:26])[C@@H:8]([CH2:14][C:15]1[C:16]([CH2:24][Cl:3])=[C:17]2[C:21](=[CH:22][CH:23]=1)[NH:20][N:19]=[CH:18]2)[CH2:9][C:10]([O:12][CH3:13])=[O:11]. The catalyst is ClCCl. (5) The reactants are [O:1]([C:8]1[N:13]=[C:12]([C:14](Cl)=[O:15])[CH:11]=[CH:10][N:9]=1)[C:2]1[CH:7]=[CH:6][CH:5]=[CH:4][CH:3]=1.[F:17][C:18]1[CH:23]=[CH:22][C:21]([CH2:24][C:25]([N:27]2[CH2:31][CH:30]([N:32]3[CH2:37][CH2:36][O:35][CH2:34][CH2:33]3)[CH2:29][NH:28]2)=[O:26])=[CH:20][CH:19]=1.[OH-].[Na+]. The catalyst is C(Cl)Cl.O.C(Cl)Cl. The product is [F:17][C:18]1[CH:23]=[CH:22][C:21]([CH2:24][C:25]([N:27]2[CH2:31][CH:30]([N:32]3[CH2:37][CH2:36][O:35][CH2:34][CH2:33]3)[CH2:29][N:28]2[C:14]([C:12]2[CH:11]=[CH:10][N:9]=[C:8]([O:1][C:2]3[CH:7]=[CH:6][CH:5]=[CH:4][CH:3]=3)[N:13]=2)=[O:15])=[O:26])=[CH:20][CH:19]=1. The yield is 0.230. (6) The reactants are [P:1](Cl)(OCC)(OCC)=[O:2].[OH:10][C:11]1[CH:16]=[CH:15][C:14]([P:17]([O:28][CH2:29][CH3:30])([CH2:19][P:20]([O:25][CH2:26][CH3:27])([O:22][CH2:23][CH3:24])=[O:21])=[O:18])=[CH:13][C:12]=1[C:31]([CH3:44])([CH3:43])[CH2:32][C:33]([O:35][CH2:36][C:37]1[CH:42]=[CH:41][CH:40]=[CH:39][CH:38]=1)=[O:34].C(N([CH2:50][CH3:51])CC)C.CCO[C:55]([CH3:57])=O. The catalyst is C1COCC1. The product is [CH2:55]([P:1]([O:10][C:11]1[CH:16]=[CH:15][C:14]([P:17]([O:28][CH2:29][CH3:30])([CH2:19][P:20]([O:25][CH2:26][CH3:27])([O:22][CH2:23][CH3:24])=[O:21])=[O:18])=[CH:13][C:12]=1[C:31]([CH3:44])([CH3:43])[CH2:32][C:33]([O:35][CH2:36][C:37]1[CH:42]=[CH:41][CH:40]=[CH:39][CH:38]=1)=[O:34])([CH2:50][CH3:51])=[O:2])[CH3:57]. The yield is 0.450. (7) The reactants are [NH2:1][C:2]1[CH:9]=[CH:8][C:5]([CH:6]=[CH2:7])=[CH:4][CH:3]=1.[F:10][C:11]([F:26])([F:25])[C:12]1[CH:13]=[C:14]([N:22]=[C:23]=[S:24])[CH:15]=[C:16]([C:18]([F:21])([F:20])[F:19])[CH:17]=1. The catalyst is C1COCC1. The product is [CH:6]([C:5]1[CH:8]=[CH:9][C:2]([NH:1][C:23]([NH:22][C:14]2[CH:15]=[C:16]([C:18]([F:19])([F:20])[F:21])[CH:17]=[C:12]([C:11]([F:10])([F:25])[F:26])[CH:13]=2)=[S:24])=[CH:3][CH:4]=1)=[CH2:7]. The yield is 0.600. (8) The reactants are C(=O)([O-])[O-].[K+].[K+].[O:7]([CH2:14][CH2:15]Br)[C:8]1[CH:13]=[CH:12][CH:11]=[CH:10][CH:9]=1.[CH:17]12[NH:24][CH:21]([CH2:22][CH2:23]1)[CH2:20][CH:19]([NH:25][C:26]1[CH:27]=[C:28]3[C:32](=[CH:33][CH:34]=1)[NH:31][N:30]=[CH:29]3)[CH2:18]2. The catalyst is CN(C)C=O. The product is [O:7]([CH2:14][CH2:15][N:24]1[CH:21]2[CH2:22][CH2:23][CH:17]1[CH2:18][CH:19]([NH:25][C:26]1[CH:27]=[C:28]3[C:32](=[CH:33][CH:34]=1)[NH:31][N:30]=[CH:29]3)[CH2:20]2)[C:8]1[CH:13]=[CH:12][CH:11]=[CH:10][CH:9]=1. The yield is 0.890. (9) The reactants are C([O:5][C:6](=O)[NH:7][CH:8]1C[CH2:12][CH2:11][N:10]([C:14]([C:16]2[CH:21]=[CH:20][C:19]([C:22]3[CH:27]=[C:26]([Cl:28])[C:25]([CH2:29][CH:30]4[CH2:34][CH2:33][N:32]([CH:35]5[CH2:40][CH2:39][CH2:38][CH2:37][CH2:36]5)[C:31]4=[O:41])=[C:24]([Cl:42])[CH:23]=3)=[CH:18][CH:17]=2)=[O:15])[CH2:9]1)(C)(C)C.Cl.[O-]C#[N:47].[K+]. The yield is 0.460. The catalyst is O1CCOCC1. The product is [Cl:28][C:26]1[CH:27]=[C:22]([C:19]2[CH:18]=[CH:17][C:16]([C:14]([N:10]3[CH2:9][CH2:8][N:7]([C:6]([NH2:47])=[O:5])[CH2:12][CH2:11]3)=[O:15])=[CH:21][CH:20]=2)[CH:23]=[C:24]([Cl:42])[C:25]=1[CH2:29][CH:30]1[CH2:34][CH2:33][N:32]([CH:35]2[CH2:40][CH2:39][CH2:38][CH2:37][CH2:36]2)[C:31]1=[O:41]. (10) The reactants are C[O:2][C:3](=[O:30])[C@H:4]([CH2:22][C:23]1[CH:28]=[CH:27][C:26]([NH2:29])=[CH:25][CH:24]=1)[NH:5][C:6]([C:8]1([CH2:13][C:14]2[CH:19]=[CH:18][C:17]([O:20][CH3:21])=[CH:16][CH:15]=2)[CH2:12][CH2:11][CH2:10][CH2:9]1)=[O:7].[CH3:31][C:32]1[CH:40]=[CH:39][C:38]([N+:41]([O-:43])=[O:42])=[CH:37][C:33]=1[C:34](O)=[O:35]. No catalyst specified. The product is [CH3:21][O:20][C:17]1[CH:18]=[CH:19][C:14]([CH2:13][C:8]2([C:6]([NH:5][C@H:4]([C:3]([OH:2])=[O:30])[CH2:22][C:23]3[CH:28]=[CH:27][C:26]([NH:29][C:34]([C:33]4[CH:37]=[C:38]([N+:41]([O-:43])=[O:42])[CH:39]=[CH:40][C:32]=4[CH3:31])=[O:35])=[CH:25][CH:24]=3)=[O:7])[CH2:12][CH2:11][CH2:10][CH2:9]2)=[CH:15][CH:16]=1. The yield is 0.690.